From a dataset of Reaction yield outcomes from USPTO patents with 853,638 reactions. Predict the reaction yield, written as a fraction of the theoretical maximum amount of product (1.0 means a 100% yield; for example, 0.34 means a 34% yield). (1) The reactants are [C:1]1([O:11][CH2:12][CH2:13][N:14]2[C:22]3[CH:21]=[CH:20][CH:19]=[CH:18][C:17]=3[C:16]3[CH2:23][CH2:24][N:25](C(OC(C)(C)C)=O)[CH2:26][CH2:27][C:15]2=3)[C:10]2[CH2:9][CH2:8][CH2:7][CH2:6][C:5]=2[CH:4]=[CH:3][CH:2]=1.[ClH:35]. The catalyst is CCOC(C)=O.O1CCOCC1. The product is [ClH:35].[C:1]1([O:11][CH2:12][CH2:13][N:14]2[C:22]3[CH:21]=[CH:20][CH:19]=[CH:18][C:17]=3[C:16]3[CH2:23][CH2:24][NH:25][CH2:26][CH2:27][C:15]2=3)[C:10]2[CH2:9][CH2:8][CH2:7][CH2:6][C:5]=2[CH:4]=[CH:3][CH:2]=1. The yield is 0.730. (2) The reactants are [Cl:1]/[C:2](/[C:12]([F:15])([F:14])[F:13])=[CH:3]\[CH:4]1[CH:6]([C:7](=[O:9])[CH3:8])[C:5]1([CH3:11])[CH3:10].[OH-].[Na+].[O:18]([C:25]1[CH:26]=[C:27]([CH:30]=[CH:31][CH:32]=1)[CH:28]=O)[C:19]1[CH:24]=[CH:23][CH:22]=[CH:21][CH:20]=1. The catalyst is CCO. The product is [Cl:1]/[C:2](/[C:12]([F:13])([F:14])[F:15])=[CH:3]\[CH:4]1[CH:6]([C:7](=[O:9])/[CH:8]=[CH:28]/[C:27]2[CH:30]=[CH:31][CH:32]=[C:25]([O:18][C:19]3[CH:24]=[CH:23][CH:22]=[CH:21][CH:20]=3)[CH:26]=2)[C:5]1([CH3:10])[CH3:11]. The yield is 0.740.